The task is: Predict the reactants needed to synthesize the given product.. This data is from Full USPTO retrosynthesis dataset with 1.9M reactions from patents (1976-2016). Given the product [CH3:15][O:16][C:48]1[CH:43]=[C:44]([CH:45]=[CH:46][CH:47]=1)[CH2:58][NH:61][C:11]([C:8]1[NH:9][C:10]2[C:6]([CH:7]=1)=[CH:5][C:4]([F:14])=[CH:3][C:2]=2[Br:1])=[O:13], predict the reactants needed to synthesize it. The reactants are: [Br:1][C:2]1[CH:3]=[C:4]([F:14])[CH:5]=[C:6]2[C:10]=1[NH:9][C:8]([C:11]([OH:13])=O)=[CH:7]2.[CH3:15][O:16]NCC1C=CC=CC=1.C1CN([P+](ON2N=N[C:44]3[CH:45]=[CH:46][CH:47]=[CH:48][C:43]2=3)(N2CCCC2)N2CCCC2)CC1.F[P-](F)(F)(F)(F)F.[CH:58]([NH:61]C(C)C)(C)C.